Predict the product of the given reaction. From a dataset of Forward reaction prediction with 1.9M reactions from USPTO patents (1976-2016). (1) Given the reactants COC1C=CC(C2(C3C=CC(OC)=CC=3)O[C:13]3[C:15]4[C:20]([C:21](O)=[C:22]([C:23](OC)=[O:24])[C:12]=3C=C2)=[CH:19][CH:18]=[CH:17][CH:16]=4)=CC=1.C(N([CH2:41][CH3:42])CC)C, predict the reaction product. The product is: [CH:12]1[C:13]2[C:15]3[C:20]([CH:21]=[CH:41][C:42]=2[O:24][CH2:23][CH:22]=1)=[CH:19][CH:18]=[CH:17][CH:16]=3. (2) Given the reactants [CH3:1][NH:2][C:3]([C:5]1[CH:10]=[C:9]([O:11][C:12]2[CH:17]=[CH:16][C:15]([NH2:18])=[C:14]([F:19])[CH:13]=2)[CH:8]=[CH:7][N:6]=1)=[O:4].[Cl:20][C:21]1[CH:26]=[CH:25][C:24]([N:27]=[C:28]=[O:29])=[CH:23][C:22]=1[C:30]([F:33])([F:32])[F:31], predict the reaction product. The product is: [CH3:1][NH:2][C:3]([C:5]1[CH:10]=[C:9]([O:11][C:12]2[CH:17]=[CH:16][C:15]([NH:18][C:28]([NH:27][C:24]3[CH:25]=[CH:26][C:21]([Cl:20])=[C:22]([C:30]([F:32])([F:31])[F:33])[CH:23]=3)=[O:29])=[C:14]([F:19])[CH:13]=2)[CH:8]=[CH:7][N:6]=1)=[O:4].